Predict the product of the given reaction. From a dataset of Forward reaction prediction with 1.9M reactions from USPTO patents (1976-2016). (1) Given the reactants [CH2:1]([N:8]1[CH:16]=[C:15]2[C:10]([CH:11]=[C:12]([C:17]3[CH:18]=[C:19]([CH:27]4[CH2:32][CH2:31][CH2:30][NH:29][CH2:28]4)[N:20]4[C:25]=3[C:24]([NH2:26])=[N:23][CH:22]=[N:21]4)[CH:13]=[CH:14]2)=[N:9]1)[C:2]1[CH:7]=[CH:6][CH:5]=[CH:4][CH:3]=1.[CH3:33][N:34]([CH:36]=[O:37])C.[C:38](#N)C, predict the reaction product. The product is: [CH2:1]([N:8]1[CH:16]=[C:15]2[C:10]([CH:11]=[C:12]([C:17]3[CH:18]=[C:19]([CH:27]4[CH2:32][CH2:31][CH2:30][N:29]([C:36]5[O:37][CH2:38][CH2:33][N:34]=5)[CH2:28]4)[N:20]4[C:25]=3[C:24]([NH2:26])=[N:23][CH:22]=[N:21]4)[CH:13]=[CH:14]2)=[N:9]1)[C:2]1[CH:3]=[CH:4][CH:5]=[CH:6][CH:7]=1. (2) Given the reactants Br[C:2]1[CH:3]=[C:4]([CH:9]2[O:13][CH2:12][CH2:11][O:10]2)[CH:5]=[C:6]([Br:8])[CH:7]=1.C[Si]([CH2:18][C:19]#[N:20])(C)C, predict the reaction product. The product is: [Br:8][C:6]1[CH:7]=[C:2]([CH2:18][C:19]#[N:20])[CH:3]=[C:4]([CH:9]2[O:13][CH2:12][CH2:11][O:10]2)[CH:5]=1.